From a dataset of Catalyst prediction with 721,799 reactions and 888 catalyst types from USPTO. Predict which catalyst facilitates the given reaction. (1) Reactant: [Br:1][CH2:2][CH2:3][CH2:4][CH2:5][CH2:6][CH3:7].[N:8]1[C:13]([CH3:14])=[CH:12][CH:11]=[CH:10][C:9]=1C.[CH:16](Cl)(Cl)Cl. Product: [Br-:1].[CH2:2]([N+:8]1[CH:9]=[CH:10][C:11]([CH3:16])=[CH:12][C:13]=1[CH3:14])[CH2:3][CH2:4][CH2:5][CH2:6][CH3:7]. The catalyst class is: 11. (2) Reactant: [Br:1][C:2]1[C:11]2[CH2:10][CH2:9][CH2:8][CH:7]([NH2:12])[C:6]=2[CH:5]=[N:4][CH:3]=1.CCN(CC)CC.[CH2:20]([S:22](Cl)(=[O:24])=[O:23])[CH3:21]. Product: [Br:1][C:2]1[C:11]2[CH2:10][CH2:9][CH2:8][CH:7]([NH:12][S:22]([CH2:20][CH3:21])(=[O:24])=[O:23])[C:6]=2[CH:5]=[N:4][CH:3]=1. The catalyst class is: 2. (3) Reactant: [CH2:1]([O:8][C:9]1[C:14](=[O:15])[CH:13]=[C:12]([CH3:16])O[C:10]=1[C:17]([OH:19])=[O:18])[C:2]1[CH:7]=[CH:6][CH:5]=[CH:4][CH:3]=1.[CH:20]1([NH2:23])[CH2:22][CH2:21]1. Product: [CH2:1]([O:8][C:9]1[C:14](=[O:15])[CH:13]=[C:12]([CH3:16])[N:23]([CH:20]2[CH2:22][CH2:21]2)[C:10]=1[C:17]([OH:19])=[O:18])[C:2]1[CH:3]=[CH:4][CH:5]=[CH:6][CH:7]=1. The catalyst class is: 5. (4) Reactant: [C:1]([N:8]1[CH:12]=[CH:11]N=C1)([N:3]1[CH:7]=[CH:6]N=[CH:4]1)=[O:2].NC1C=[CH:18][C:17]([OH:20])=[CH:16][CH:15]=1.[Cl:21][C:22]1[CH:27]=[CH:26][C:25]([CH:28]2[CH2:33]CNCC2)=[CH:24][CH:23]=1.CCN(C(C)C)C(C)C. Product: [OH:20][C:17]1[CH:18]=[CH:11][C:12]([NH:8][C:1]([N:3]2[CH2:4][CH2:33][CH:28]([C:25]3[CH:24]=[CH:23][C:22]([Cl:21])=[CH:27][CH:26]=3)[CH2:6][CH2:7]2)=[O:2])=[CH:15][CH:16]=1. The catalyst class is: 18. (5) Reactant: Cl.Cl[CH2:3][C:4]1[CH:19]=[CH:18][C:7]([O:8][C:9]2[S:10][C:11]3[C:16]([N:17]=2)=[CH:15][CH:14]=[CH:13][N:12]=3)=[CH:6][CH:5]=1.[NH:20]1[CH2:25][CH2:24][CH:23]([N:26]2[CH2:30][CH2:29][CH2:28][C:27]2=[O:31])[CH2:22][CH2:21]1.CCN(CC)CC. Product: [N:17]1[C:16]2[C:11](=[N:12][CH:13]=[CH:14][CH:15]=2)[S:10][C:9]=1[O:8][C:7]1[CH:18]=[CH:19][C:4]([CH2:3][N:20]2[CH2:21][CH2:22][CH:23]([N:26]3[CH2:30][CH2:29][CH2:28][C:27]3=[O:31])[CH2:24][CH2:25]2)=[CH:5][CH:6]=1. The catalyst class is: 23. (6) Reactant: C(OC([N:8]1[CH2:13][CH2:12][CH:11]([NH:14][C:15]2[CH:20]=[CH:19][C:18]([CH2:21][N:22]3[C:26]4=[N:27][C:28]([CH3:32])=[CH:29][C:30]([CH3:31])=[C:25]4[N:24]=[C:23]3[CH2:33][CH3:34])=[CH:17][CH:16]=2)[CH2:10][CH2:9]1)=O)(C)(C)C.C(OCC)(=O)C.Cl. Product: [CH2:33]([C:23]1[N:22]([CH2:21][C:18]2[CH:19]=[CH:20][C:15]([NH:14][CH:11]3[CH2:12][CH2:13][NH:8][CH2:9][CH2:10]3)=[CH:16][CH:17]=2)[C:26]2=[N:27][C:28]([CH3:32])=[CH:29][C:30]([CH3:31])=[C:25]2[N:24]=1)[CH3:34]. The catalyst class is: 22. (7) Reactant: Br[C:2]1[CH:7]=[CH:6][C:5]([S:8]([NH:11][CH2:12][CH2:13][N:14]2[CH2:18][CH2:17][CH2:16][CH2:15]2)(=[O:10])=[O:9])=[CH:4][CH:3]=1.[NH2:19][C:20]1[S:21][C:22]([CH:25]=[O:26])=[CH:23][N:24]=1.C([O-])([O-])=O.[Cs+].[Cs+].C1(P(C2C=CC=CC=2)C2C3OC4C(=CC=CC=4P(C4C=CC=CC=4)C4C=CC=CC=4)C(C)(C)C=3C=CC=2)C=CC=CC=1. Product: [CH:25]([C:22]1[S:21][C:20]([NH:19][C:2]2[CH:7]=[CH:6][C:5]([S:8]([NH:11][CH2:12][CH2:13][N:14]3[CH2:18][CH2:17][CH2:16][CH2:15]3)(=[O:10])=[O:9])=[CH:4][CH:3]=2)=[N:24][CH:23]=1)=[O:26]. The catalyst class is: 62.